This data is from Reaction yield outcomes from USPTO patents with 853,638 reactions. The task is: Predict the reaction yield, written as a fraction of the theoretical maximum amount of product (1.0 means a 100% yield; for example, 0.34 means a 34% yield). The reactants are [Br:1][C:2]1[CH:3]=[C:4]2[C:8](=[CH:9][CH:10]=1)[NH:7][CH:6]=[C:5]2[CH2:11][C:12]([OH:14])=[O:13].[CH3:15][Si](C=[N+]=[N-])(C)C. The catalyst is CO.CCOCC. The product is [Br:1][C:2]1[CH:3]=[C:4]2[C:8](=[CH:9][CH:10]=1)[NH:7][CH:6]=[C:5]2[CH2:11][C:12]([O:14][CH3:15])=[O:13]. The yield is 0.850.